The task is: Predict the product of the given reaction.. This data is from Forward reaction prediction with 1.9M reactions from USPTO patents (1976-2016). (1) The product is: [CH3:15][C:16]1[S:20][CH:19]=[C:18]([CH2:21][NH:6][C:5]2[CH:7]=[CH:8][C:9]([C:10]3[O:14][CH:13]=[N:12][CH:11]=3)=[C:3]([O:2][CH3:1])[CH:4]=2)[CH:17]=1. Given the reactants [CH3:1][O:2][C:3]1[CH:4]=[C:5]([CH:7]=[CH:8][C:9]=1[C:10]1[O:14][CH:13]=[N:12][CH:11]=1)[NH2:6].[CH3:15][C:16]1[S:20][CH:19]=[C:18]([CH:21]=O)[CH:17]=1, predict the reaction product. (2) The product is: [CH2:1]([CH:3]1[CH2:8][NH:7][C:6]2[CH:10]=[CH:11][CH:12]=[C:13]([CH:14]([CH3:15])[CH3:16])[C:5]=2[O:4]1)[CH3:2]. Given the reactants [CH2:1]([CH:3]1[C:8](=O)[NH:7][C:6]2[CH:10]=[CH:11][CH:12]=[C:13]([CH:14]([CH3:16])[CH3:15])[C:5]=2[O:4]1)[CH3:2].B.O1CCCC1.Cl.C(=O)([O-])O.[Na+], predict the reaction product. (3) Given the reactants Cl[C:2]1[N:7]=[CH:6][N:5]=[C:4]([NH:8][C:9]2[CH:14]=[CH:13][C:12]([N:15]3[CH2:20][CH2:19][N:18]([CH:21]4[CH2:24][O:23][CH2:22]4)[CH2:17][CH2:16]3)=[CH:11][CH:10]=2)[N:3]=1.[O:25]1[CH2:30][CH2:29][CH2:28][CH:27]([O:31][C:32]2[CH:39]=[CH:38][C:37](B3OC(C)(C)C(C)(C)O3)=[CH:36][C:33]=2[C:34]#[N:35])[CH2:26]1.C(=O)([O-])[O-].[Na+].[Na+], predict the reaction product. The product is: [O:23]1[CH2:24][CH:21]([N:18]2[CH2:19][CH2:20][N:15]([C:12]3[CH:13]=[CH:14][C:9]([NH:8][C:4]4[N:5]=[CH:6][N:7]=[C:2]([C:37]5[CH:38]=[CH:39][C:32]([O:31][CH:27]6[CH2:28][CH2:29][CH2:30][O:25][CH2:26]6)=[C:33]([CH:36]=5)[C:34]#[N:35])[N:3]=4)=[CH:10][CH:11]=3)[CH2:16][CH2:17]2)[CH2:22]1. (4) Given the reactants [NH2:1][C:2]1[CH:7]=[CH:6][C:5]([O:8][C:9](=[O:11])[CH3:10])=[C:4]([O:12][CH3:13])[CH:3]=1.C(O[CH:17]=[C:18]1[C:23](=[O:24])[O:22][C:21]([CH3:26])([CH3:25])[O:20][C:19]1=[O:27])C, predict the reaction product. The product is: [CH3:25][C:21]1([CH3:26])[O:20][C:19](=[O:27])[C:18](=[CH:17][NH:1][C:2]2[CH:7]=[CH:6][C:5]([O:8][C:9](=[O:11])[CH3:10])=[C:4]([O:12][CH3:13])[CH:3]=2)[C:23](=[O:24])[O:22]1. (5) Given the reactants [CH3:1][C@H:2]([OH:5])[C:3]#[CH:4].Cl.[NH2:7][C:8]([CH3:27])([CH3:26])[C@H:9]([NH:14][C:15](=[O:25])[C:16]1[CH:21]=[CH:20][C:19]([C:22]#[C:23]Br)=[CH:18][CH:17]=1)[C:10]([O:12][CH3:13])=[O:11].CO, predict the reaction product. The product is: [NH2:7][C:8]([CH3:27])([CH3:26])[C@H:9]([NH:14][C:15](=[O:25])[C:16]1[CH:17]=[CH:18][C:19]([C:22]#[C:23][C:4]#[C:3][C@@H:2]([OH:5])[CH3:1])=[CH:20][CH:21]=1)[C:10]([O:12][CH3:13])=[O:11]. (6) Given the reactants [C:1]([C:3]1[CH:8]=[CH:7][C:6]([CH2:9][C:10]([NH:12][CH:13]2[CH2:18][CH2:17][N:16]([CH2:19][CH2:20][NH:21][C:22]3[CH:27]=[CH:26][CH:25]=[CH:24][CH:23]=3)[CH2:15][CH2:14]2)=[O:11])=[CH:5][CH:4]=1)#[N:2].[CH:28]1([C:34](Cl)=[O:35])[CH2:33][CH2:32][CH2:31][CH2:30][CH2:29]1, predict the reaction product. The product is: [C:1]([C:3]1[CH:4]=[CH:5][C:6]([CH2:9][C:10]([NH:12][CH:13]2[CH2:18][CH2:17][N:16]([CH2:19][CH2:20][N:21]([C:22]3[CH:27]=[CH:26][CH:25]=[CH:24][CH:23]=3)[C:34]([CH:28]3[CH2:33][CH2:32][CH2:31][CH2:30][CH2:29]3)=[O:35])[CH2:15][CH2:14]2)=[O:11])=[CH:7][CH:8]=1)#[N:2]. (7) Given the reactants F[C:2]1[CH:7]=[CH:6][N:5]2[C:8]([C:11]([NH:13][C:14]3[CH:22]=[CH:21][CH:20]=[C:19]4[C:15]=3[C:16]([CH3:33])=[N:17][N:18]4[CH2:23][C:24]3[CH:29]=[CH:28][CH:27]=[C:26]([CH:30]([CH3:32])[CH3:31])[N:25]=3)=[O:12])=[CH:9][N:10]=[C:4]2[CH:3]=1.[O:34]1[CH2:39][CH2:38][N:37]([CH2:40][CH2:41][OH:42])[CH2:36][CH2:35]1.CC(C)([O-])C.[K+], predict the reaction product. The product is: [CH:30]([C:26]1[N:25]=[C:24]([CH2:23][N:18]2[C:19]3[C:15](=[C:14]([NH:13][C:11]([C:8]4[N:5]5[CH:6]=[CH:7][C:2]([O:42][CH2:41][CH2:40][N:37]6[CH2:38][CH2:39][O:34][CH2:35][CH2:36]6)=[CH:3][C:4]5=[N:10][CH:9]=4)=[O:12])[CH:22]=[CH:21][CH:20]=3)[C:16]([CH3:33])=[N:17]2)[CH:29]=[CH:28][CH:27]=1)([CH3:31])[CH3:32].